From a dataset of Forward reaction prediction with 1.9M reactions from USPTO patents (1976-2016). Predict the product of the given reaction. (1) Given the reactants [Cl:1][C:2]1[N:3]=[CH:4][CH:5]=[C:6]2[C:11]=1[N:10]=[CH:9][C:8]([O:12]C)=[CH:7]2.B(Br)(Br)Br, predict the reaction product. The product is: [Cl:1][C:2]1[N:3]=[CH:4][CH:5]=[C:6]2[C:11]=1[N:10]=[CH:9][C:8]([OH:12])=[CH:7]2. (2) Given the reactants [CH:1]1([CH2:7][OH:8])[CH2:6][CH2:5][CH2:4][CH2:3][CH2:2]1.[Br:9][C:10]1[CH:11]=[C:12]([CH:33]=[CH:34][C:35]=1[O:36][CH3:37])[O:13][C:14]1[C:19]([CH3:20])=[CH:18][C:17]([N:21]2[C:26](=[O:27])[NH:25][C:24](=[O:28])[C:23]([C:29](O)=[O:30])=[N:22]2)=[CH:16][C:15]=1[CH3:32].C(N=C=NC(C)C)(C)C, predict the reaction product. The product is: [CH:1]1([CH2:7][O:8][C:29]([C:23]2[C:24](=[O:28])[NH:25][C:26](=[O:27])[N:21]([C:17]3[CH:18]=[C:19]([CH3:20])[C:14]([O:13][C:12]4[CH:33]=[CH:34][C:35]([O:36][CH3:37])=[C:10]([Br:9])[CH:11]=4)=[C:15]([CH3:32])[CH:16]=3)[N:22]=2)=[O:30])[CH2:6][CH2:5][CH2:4][CH2:3][CH2:2]1. (3) Given the reactants [CH2:1]([N:3]1[C:12]2[C:7](=[CH:8][C:9]3[O:15]C[O:13][C:10]=3[CH:11]=2)[C:6](=[O:16])[C:5]([C:17]([OH:19])=[O:18])=[N:4]1)[CH3:2].B(Br)(Br)Br.[CH3:24]O, predict the reaction product. The product is: [CH2:1]([N:3]1[C:12]2[C:7](=[CH:8][C:9]([OH:15])=[C:10]([OH:13])[CH:11]=2)[C:6](=[O:16])[C:5]([C:17]([O:19][CH3:24])=[O:18])=[N:4]1)[CH3:2]. (4) Given the reactants [Cl-].[CH3:2][C:3]1[N:8]2[N:9]=[C:10]([CH2:12][P+](C3C=CC=CC=3)(C3C=CC=CC=3)C3C=CC=CC=3)[N:11]=[C:7]2[C:6]([CH3:32])=[N:5][CH:4]=1.[CH2:33]([O:40][C:41]1[CH:42]=[CH:43][C:44]([CH:47]=O)=[N:45][CH:46]=1)[C:34]1[CH:39]=[CH:38][CH:37]=[CH:36][CH:35]=1.C1CCN2C(=NCCC2)CC1, predict the reaction product. The product is: [CH2:33]([O:40][C:41]1[CH:42]=[CH:43][C:44](/[CH:47]=[CH:12]/[C:10]2[N:11]=[C:7]3[C:6]([CH3:32])=[N:5][CH:4]=[C:3]([CH3:2])[N:8]3[N:9]=2)=[N:45][CH:46]=1)[C:34]1[CH:35]=[CH:36][CH:37]=[CH:38][CH:39]=1.